From a dataset of Reaction yield outcomes from USPTO patents with 853,638 reactions. Predict the reaction yield, written as a fraction of the theoretical maximum amount of product (1.0 means a 100% yield; for example, 0.34 means a 34% yield). (1) The reactants are [NH2:1][C:2]1[C:10]([OH:11])=[CH:9][C:8]([Cl:12])=[CH:7][C:3]=1[C:4]([OH:6])=[O:5].CO[C:15](OC)(OC)[C:16]1[CH:21]=[CH:20][CH:19]=[CH:18][CH:17]=1.C1(C)C=CC(S([O-])(=O)=O)=CC=1.[NH+]1C=CC=CC=1. No catalyst specified. The product is [Cl:12][C:8]1[CH:9]=[C:10]2[O:11][C:15]([C:16]3[CH:21]=[CH:20][CH:19]=[CH:18][CH:17]=3)=[N:1][C:2]2=[C:3]([C:4]([OH:6])=[O:5])[CH:7]=1. The yield is 0.330. (2) The reactants are [CH:1]1([C:4]2[CH:5]=[CH:6][C:7]([NH:15][C:16]3[CH:17]=[N:18][C:19]([C:23]4[CH:28]=[CH:27][CH:26]=[CH:25][CH:24]=4)=[C:20]([CH3:22])[CH:21]=3)=[C:8]([CH:14]=2)[C:9]([O:11]CC)=[O:10])[CH2:3][CH2:2]1.[OH-].[Na+]. The catalyst is C(O)C.O.CO.N. The product is [CH:1]1([C:4]2[CH:5]=[CH:6][C:7]([NH:15][C:16]3[CH:17]=[N:18][C:19]([C:23]4[CH:24]=[CH:25][CH:26]=[CH:27][CH:28]=4)=[C:20]([CH3:22])[CH:21]=3)=[C:8]([CH:14]=2)[C:9]([OH:11])=[O:10])[CH2:3][CH2:2]1. The yield is 0.290. (3) The yield is 0.820. The catalyst is C(O)C.O. The product is [C:1]([C:3]1[C:11]2[C:6](=[CH:7][CH:8]=[C:9]([C:12]([OH:14])=[O:13])[CH:10]=2)[NH:5][N:4]=1)#[N:2]. The reactants are [C:1]([C:3]1[C:11]2[C:6](=[CH:7][CH:8]=[C:9]([C:12]([O:14]C)=[O:13])[CH:10]=2)[NH:5][N:4]=1)#[N:2].[OH-].[Li+]. (4) The product is [Cl:1][C:2]1[C:7]([C:8]2[N:9]=[C:10]([N:20]3[CH2:21][CH2:22][O:23][CH2:24][CH2:25]3)[S:11][C:12]=2[C:13]2[CH:18]=[CH:17][N:16]=[C:15]([CH3:38])[N:14]=2)=[CH:6][CH:5]=[CH:4][C:3]=1[NH:26][S:27]([C:30]1[CH:35]=[C:34]([F:36])[CH:33]=[CH:32][C:31]=1[F:37])(=[O:29])=[O:28]. The yield is 0.131. The reactants are [Cl:1][C:2]1[C:7]([C:8]2[N:9]=[C:10]([N:20]3[CH2:25][CH2:24][O:23][CH2:22][CH2:21]3)[S:11][C:12]=2[C:13]2[CH:18]=[CH:17][N:16]=[C:15](Cl)[N:14]=2)=[CH:6][CH:5]=[CH:4][C:3]=1[NH:26][S:27]([C:30]1[CH:35]=[C:34]([F:36])[CH:33]=[CH:32][C:31]=1[F:37])(=[O:29])=[O:28].[CH3:38][Zn]C.C1(C)C=CC=CC=1. The catalyst is O1CCOCC1.C1C=CC(P(C2C=CC=CC=2)[C-]2C=CC=C2)=CC=1.C1C=CC(P(C2C=CC=CC=2)[C-]2C=CC=C2)=CC=1.Cl[Pd]Cl.[Fe+2]. (5) The reactants are [C:1]([O:5][C:6]([N:8]1[CH2:12][CH2:11][C@@H:10]([C:13]#[N:14])[CH2:9]1)=[O:7])([CH3:4])([CH3:3])[CH3:2].Cl.[NH2:16][OH:17].C([O-])(O)=O.[Na+]. The catalyst is CO. The product is [C:1]([O:5][C:6]([N:8]1[CH2:12][CH2:11][C@@H:10]([C:13](=[NH:14])[NH:16][OH:17])[CH2:9]1)=[O:7])([CH3:4])([CH3:3])[CH3:2]. The yield is 0.540. (6) No catalyst specified. The yield is 0.530. The reactants are [CH3:1][O:2][C:3]1[CH:4]=[C:5]2[C:10](=[CH:11][C:12]=1[O:13][CH2:14][CH2:15][O:16][CH3:17])[N:9]=[CH:8][N:7]=[C:6]2[S:18][C:19]1[CH:20]=[C:21]([CH:23]=[CH:24][CH:25]=1)[NH2:22].[CH:26]([C:29]1[O:33][N:32]=[C:31]([NH:34][C:35](=[O:43])OC2C=CC=CC=2)[CH:30]=1)([CH3:28])[CH3:27].[CH2:44](OCC)[CH3:45]. The product is [CH:26]1([C:29]2[O:33][N:32]=[C:31]([NH:34][C:35]([NH:22][C:21]3[CH:23]=[CH:24][CH:25]=[C:19]([S:18][C:6]4[C:5]5[C:10](=[CH:11][C:12]([O:13][CH2:14][CH2:15][O:16][CH3:17])=[C:3]([O:2][CH3:1])[CH:4]=5)[N:9]=[CH:8][N:7]=4)[CH:20]=3)=[O:43])[CH:30]=2)[CH2:27][CH2:45][CH2:44][CH2:28]1. (7) The yield is 0.0900. The catalyst is CN(C=O)C. The product is [CH2:13]([O:15][C:16]1[CH:21]=[CH:20][C:19]([NH:22][C:23]([NH:8][C:6]2[O:5][N:4]=[C:3]([C:2]([F:10])([F:9])[F:1])[CH:7]=2)=[S:24])=[C:18]([N+:25]([O-:27])=[O:26])[CH:17]=1)[CH3:14]. The reactants are [F:1][C:2]([F:10])([F:9])[C:3]1[CH:7]=[C:6]([NH2:8])[O:5][N:4]=1.[H-].[Na+].[CH2:13]([O:15][C:16]1[CH:21]=[CH:20][C:19]([N:22]=[C:23]=[S:24])=[C:18]([N+:25]([O-:27])=[O:26])[CH:17]=1)[CH3:14].